From a dataset of Full USPTO retrosynthesis dataset with 1.9M reactions from patents (1976-2016). Predict the reactants needed to synthesize the given product. (1) Given the product [ClH:1].[Cl:1][C:2]1[N:3]=[CH:4][CH:5]=[C:6]2[CH:10]=[C:9]([CH2:11][NH:18][CH:13]3[CH2:17][CH2:16][CH2:15][CH2:14]3)[NH:8][C:7]=12, predict the reactants needed to synthesize it. The reactants are: [Cl:1][C:2]1[N:3]=[CH:4][CH:5]=[C:6]2[CH:10]=[C:9]([CH:11]=O)[NH:8][C:7]=12.[CH:13]1([NH2:18])[CH2:17][CH2:16][CH2:15][CH2:14]1.[BH4-].[Na+]. (2) Given the product [CH2:1]([CH:8]1[CH2:12][O:11][C:10](=[O:13])[NH:9]1)[C:2]1[CH:3]=[CH:4][CH:5]=[CH:6][CH:7]=1, predict the reactants needed to synthesize it. The reactants are: [CH2:1]([C@H:8]1[CH2:12][O:11][C:10](=[O:13])[N:9]1C(=O)[C@@H](Br)[C@H](O)COCC1C=CC=CC=1)[C:2]1[CH:7]=[CH:6][CH:5]=[CH:4][CH:3]=1.[N-]=[N+]=[N-].[Na+]. (3) Given the product [NH2:1][C:2]1[C:3]2[C:13](=[O:14])[N:12]([C:15]3[CH:20]=[CH:19][C:18]([C@H:21]4[CH2:22][CH2:23][C@H:24]([CH2:27][C:28]([O-:30])=[O:29])[CH2:25][CH2:26]4)=[CH:17][CH:16]=3)[CH2:11][CH2:10][C:4]=2[N:5]=[C:6]([O:8][CH3:9])[N:7]=1.[Na+:32], predict the reactants needed to synthesize it. The reactants are: [NH2:1][C:2]1[C:3]2[C:13](=[O:14])[N:12]([C:15]3[CH:20]=[CH:19][C:18]([C@H:21]4[CH2:26][CH2:25][C@H:24]([CH2:27][C:28]([OH:30])=[O:29])[CH2:23][CH2:22]4)=[CH:17][CH:16]=3)[CH2:11][CH2:10][C:4]=2[N:5]=[C:6]([O:8][CH3:9])[N:7]=1.[OH-].[Na+:32]. (4) Given the product [Cl:39][C:23]1[S:22][C:21]([C:18]2[CH:19]=[CH:20][C:15]([C:12]3[CH:13]=[CH:14][C:9]([C:6]4([C:4]([OH:5])=[O:3])[CH2:7][CH2:8]4)=[CH:10][CH:11]=3)=[C:16]([O:40][CH3:41])[CH:17]=2)=[C:25]([NH:26][C:27]([O:29][C@@H:30]([C:32]2[CH:37]=[CH:36][CH:35]=[CH:34][C:33]=2[F:38])[CH3:31])=[O:28])[CH:24]=1, predict the reactants needed to synthesize it. The reactants are: C([O:3][C:4]([C:6]1([C:9]2[CH:14]=[CH:13][C:12]([C:15]3[CH:20]=[CH:19][C:18]([C:21]4[S:22][C:23]([Cl:39])=[CH:24][C:25]=4[NH:26][C:27]([O:29][C@@H:30]([C:32]4[CH:37]=[CH:36][CH:35]=[CH:34][C:33]=4[F:38])[CH3:31])=[O:28])=[CH:17][C:16]=3[O:40][CH3:41])=[CH:11][CH:10]=2)[CH2:8][CH2:7]1)=[O:5])C.[OH-].[Na+].Cl. (5) Given the product [CH:19]12[CH2:25][CH:22]([CH2:23][CH2:24]1)[CH2:21][CH:20]2[NH:26][C:12](=[O:14])[C:11]1[CH:15]=[CH:16][N:17]=[CH:18][C:10]=1[NH:9][C:3]1[CH:4]=[CH:5][C:6]([I:8])=[CH:7][C:2]=1[F:1], predict the reactants needed to synthesize it. The reactants are: [F:1][C:2]1[CH:7]=[C:6]([I:8])[CH:5]=[CH:4][C:3]=1[NH:9][C:10]1[CH:18]=[N:17][CH:16]=[CH:15][C:11]=1[C:12]([OH:14])=O.[CH:19]12[CH2:25][CH:22]([CH2:23][CH2:24]1)[CH2:21][CH:20]2[NH2:26].